From a dataset of Full USPTO retrosynthesis dataset with 1.9M reactions from patents (1976-2016). Predict the reactants needed to synthesize the given product. Given the product [CH2:19]([O:18][C:15]1[CH:14]=[CH:13][C:12]([S:9]([N:8]([CH2:26][C:25]#[CH:24])[CH:4]([CH:5]([CH3:7])[CH3:6])[C:3]([O:2][CH3:1])=[O:23])(=[O:11])=[O:10])=[CH:17][CH:16]=1)[C:20]#[C:21][CH3:22], predict the reactants needed to synthesize it. The reactants are: [CH3:1][O:2][C:3](=[O:23])[CH:4]([NH:8][S:9]([C:12]1[CH:17]=[CH:16][C:15]([O:18][CH2:19][C:20]#[C:21][CH3:22])=[CH:14][CH:13]=1)(=[O:11])=[O:10])[CH:5]([CH3:7])[CH3:6].[CH2:24](Br)[C:25]#[CH:26].